From a dataset of Experimentally validated miRNA-target interactions with 360,000+ pairs, plus equal number of negative samples. Binary Classification. Given a miRNA mature sequence and a target amino acid sequence, predict their likelihood of interaction. (1) The miRNA is hsa-miR-3692-3p with sequence GUUCCACACUGACACUGCAGAAGU. The protein sequence of the target gene is MAGALAGLAAGLQVPRVAPSPDSDSDTDSEDPSLRRSAGGLLRSQVIHSGHFMVSSPHSDSLPRRRDQEGSVGPSDFGPRSIDPTLTRLFECLSLAYSGKLVSPKWKNFKGLKLLCRDKIRLNNAIWRAWYIQYVKRRKSPVCGFVTPLQGPEADAHRKPEAVVLEGNYWKRRIEVVMREYHKWRIYYKKRLRKPSREDDLLAPKQAEGRWPPPEQWCKQLFSSVVPVLLGDPEEEPGGRQLLDLNCFLSDISDTLFTMTQSGPSPLQLPPEDAYVGNADMIQPDLTPLQPSLDDFMDIS.... Result: 1 (interaction). (2) The miRNA is hsa-miR-6830-3p with sequence UGUCUUUCUUCUCUCCCUUGCAG. The protein sequence of the target gene is MEIKHLLFLVAAACLLPMLSMKKKSARDQFNKLVTDLPNVQEEIVNIHNALRRRVVPPASNMLKMSWSEEAAQNARIFSKYCDMTESNPLERRLPNTFCGENMHMTSYPVSWSSVIGVWYSESTSFKHGEWTTTDDDITTDHYTQIVWATSYLIGCAIASCRQQGSPRYLYVCHYCHEGNDPETKNEPYKTGVPCEACPSNCEDKLCTNPCIYYDEYFDCDIQVHYLGCNHSTTILFCKATCLCDTEIK. Result: 1 (interaction). (3) The miRNA is hsa-miR-3120-3p with sequence CACAGCAAGUGUAGACAGGCA. Result: 1 (interaction). The protein sequence of the target gene is MASRLLRGAGTLAAQALRARGPSGAAAMRSMASGGGVPTDEEQATGLEREIMLAAKKGLDPYNVLAPKGASGTREDPNLVPSISNKRIVGCICEEDNTSVVWFWLHKGEAQRCPRCGAHYKLVPQQLAH. (4) The miRNA is mmu-miR-467a-5p with sequence UAAGUGCCUGCAUGUAUAUGCG. The protein sequence of the target gene is MKVQSFGERVVLFILNAIIFGRLERNLDDDDMFFLPHSVKEQAKILWRRGAAVGFYTTKMKGRLCGDGTGACYLLPVFDTVFIRRKHWHRGLGTAMLRDFCETFPEDEALGVSCSMSPAMYQAHPGNSEDVSRHARTSQNDRPRQPAPGDGSKERMCGEELEDTKDDPECGVEEEDAGLAGQPPGKLTRSSP. Result: 0 (no interaction). (5) The miRNA is mmu-miR-3062-5p with sequence GGAGAAUGUAGUGUUACCGUGA. The protein sequence of the target gene is MPLEMEPKMSKLVFGCQRSSTSDDDSGCALEEYAWVPPGLRPEQIQLYFACLPEEKVPYVNSPGEKHRIKQLLYQLPPHDNEVRYCQSLSEEEKKELQVFSAQRKKEALGRGTIKLLSRAVMHAVCEQCGLQMNGGEVAVFASRAGPGVCWHPSCFVCFTCNELLVDLIYFYQDGKIHCGRHHAELLKPRCSACDEIIFADECTEAEGRHWHMKHFCCLECETVLGGQRYIMKDGRPFCCGCFESLYAEYCETCGEHIGVDHAQMTYDGQHWHATEACFSCAQCKASLLGCPFLPKQGQI.... Result: 0 (no interaction). (6) The miRNA is hsa-miR-4775 with sequence UUAAUUUUUUGUUUCGGUCACU. The protein sequence of the target gene is MAGDRLPRKVMDAKKLASLLRGGPGGPLVIDSRSFVEYNSCHVLSSVNICCSKLVKRRLQQGKVTIAELIQPATRSQVDATEPQDVVVYDQSTRDASVLAADSFLSILLSKLDGCFDSVAILTGGFATFSSCFPGLCEGKPATLPSMSLSQPCLPVPSVGLTRILPHLYLGSQKDVLNKDLMTQNGISYVLNASNSCPKPDFICESRFMRIPINDNYCEKLLPWLDKSIEFIDKAKLSSCQVIVHCLAGISRSATIAIAYIMKTMGMSSDDAYRFVKDRRPSISPNFNFLGQLLEYERSL.... Result: 0 (no interaction).